Dataset: NCI-60 drug combinations with 297,098 pairs across 59 cell lines. Task: Regression. Given two drug SMILES strings and cell line genomic features, predict the synergy score measuring deviation from expected non-interaction effect. Drug 1: C1=CC(=CC=C1C#N)C(C2=CC=C(C=C2)C#N)N3C=NC=N3. Drug 2: C1=CC=C(C=C1)NC(=O)CCCCCCC(=O)NO. Cell line: T-47D. Synergy scores: CSS=7.91, Synergy_ZIP=-4.53, Synergy_Bliss=-9.11, Synergy_Loewe=-9.43, Synergy_HSA=-8.87.